Dataset: Full USPTO retrosynthesis dataset with 1.9M reactions from patents (1976-2016). Task: Predict the reactants needed to synthesize the given product. (1) Given the product [S:1]1[CH:5]=[CH:4][C:3]([C:16]2[CH:21]=[CH:20][N:19]=[C:18]([NH2:22])[CH:17]=2)=[CH:2]1, predict the reactants needed to synthesize it. The reactants are: [S:1]1[CH:5]=[CH:4][C:3](B(O)O)=[CH:2]1.C(=O)([O-])[O-].[Na+].[Na+].Br[C:16]1[CH:21]=[CH:20][N:19]=[C:18]([NH2:22])[CH:17]=1.C1(C)C=CC=CC=1. (2) Given the product [F:19][C:2]([F:1])([F:20])[C:3]1[CH:4]=[C:5]([C@H:9]2[CH2:10][NH:11][CH2:12][C@@H:13]([C:14]([O:16][CH3:17])=[O:15])[CH2:18]2)[CH:6]=[CH:7][CH:8]=1, predict the reactants needed to synthesize it. The reactants are: [F:1][C:2]([F:20])([F:19])[C:3]1[CH:4]=[C:5]([C:9]2[CH:10]=[N:11][CH:12]=[C:13]([CH:18]=2)[C:14]([O:16][CH3:17])=[O:15])[CH:6]=[CH:7][CH:8]=1. (3) Given the product [Cl:1][C:2]1[CH:10]=[C:9]2[C:5]([CH2:6][N:7]([C:12]3[C:13]([CH3:39])=[C:14]([C:18]4[C:30]5[C:29]6[CH:28]=[CH:27][C:26]([O:31][CH2:32][CH2:33][O:34][CH3:35])=[CH:25][C:24]=6[NH:23][C:22]=5[C:21]([C:36]([NH2:44])=[O:37])=[N:20][N:19]=4)[CH:15]=[CH:16][CH:17]=3)[C:8]2=[O:11])=[CH:4][CH:3]=1, predict the reactants needed to synthesize it. The reactants are: [Cl:1][C:2]1[CH:10]=[C:9]2[C:5]([CH2:6][N:7]([C:12]3[C:13]([CH3:39])=[C:14]([C:18]4[C:30]5[C:29]6[CH:28]=[CH:27][C:26]([O:31][CH2:32][CH2:33][O:34][CH3:35])=[CH:25][C:24]=6[NH:23][C:22]=5[C:21]([C:36](O)=[O:37])=[N:20][N:19]=4)[CH:15]=[CH:16][CH:17]=3)[C:8]2=[O:11])=[CH:4][CH:3]=1.[Cl-].[NH4+].CC[N:44](C(C)C)C(C)C.CN1CCOCC1.F[P-](F)(F)(F)(F)F.N1(O[P+](N(C)C)(N(C)C)N(C)C)C2C=CC=CC=2N=N1. (4) Given the product [Cl:8][C:6]1[N:5]=[N:4][C:3]([O:9][CH2:10][C:11]([F:14])([F:13])[F:12])=[C:2]([C:19]2[CH:20]=[CH:21][C:16]([Cl:15])=[CH:17][CH:18]=2)[CH:7]=1, predict the reactants needed to synthesize it. The reactants are: Br[C:2]1[CH:7]=[C:6]([Cl:8])[N:5]=[N:4][C:3]=1[O:9][CH2:10][C:11]([F:14])([F:13])[F:12].[Cl:15][C:16]1[CH:21]=[CH:20][C:19](B(O)O)=[CH:18][CH:17]=1.C(=O)([O-])[O-].[K+].[K+].